Predict the product of the given reaction. From a dataset of Forward reaction prediction with 1.9M reactions from USPTO patents (1976-2016). (1) Given the reactants [OH-:1].[Na+].O[C:4]1[CH:13]=[CH:12][C:11]2[C:6](=[CH:7][CH:8]=[CH:9][CH:10]=2)[C:5]=1[C:14]1[C:23]2[C:18](=[CH:19][CH:20]=[CH:21][CH:22]=2)[CH:17]=[CH:16][C:15]=1O.S([O:30][CH3:31])(OC)(=O)=O.[CH3:32]C1C=CC=CC=1, predict the reaction product. The product is: [CH3:32][O:1][C:4]1[CH:13]=[CH:12][C:11]2[C:6](=[CH:7][CH:8]=[CH:9][CH:10]=2)[C:5]=1[C:14]1[C:23]2[C:18](=[CH:19][CH:20]=[CH:21][CH:22]=2)[CH:17]=[CH:16][C:15]=1[O:30][CH3:31]. (2) The product is: [O:17]=[C:13]1[C:14]2[C:10](=[CH:9][C:8]([O:7][CH2:6][C@H:2]3[CH2:3][CH2:4][CH2:5][O:1]3)=[CH:16][CH:15]=2)[CH2:11][CH:12]1[O:21][C:18](=[O:20])[CH3:19]. Given the reactants [O:1]1[CH2:5][CH2:4][CH2:3][C@@H:2]1[CH2:6][O:7][C:8]1[CH:9]=[C:10]2[C:14](=[CH:15][CH:16]=1)[C:13](=[O:17])[CH2:12][CH2:11]2.[C:18]([O:21]C(=O)C)(=[O:20])[CH3:19].C([O-])(=O)C.[Pb+2].C([O-])(=O)C.C(=O)([O-])[O-].[Na+].[Na+], predict the reaction product. (3) The product is: [F:31][C:28]1[CH:27]=[CH:26][C:25]([C:22]2[N:21]=[N:20][C:19]([O:18][CH2:17][CH2:16][C:14]3[N:15]=[C:11]([S:10][C:7]([CH3:9])([CH3:8])[C:6]([OH:32])=[O:5])[S:12][CH:13]=3)=[CH:24][CH:23]=2)=[CH:30][CH:29]=1. Given the reactants C([O:5][C:6](=[O:32])[C:7]([S:10][C:11]1[S:12][CH:13]=[C:14]([CH2:16][CH2:17][O:18][C:19]2[N:20]=[N:21][C:22]([C:25]3[CH:30]=[CH:29][C:28]([F:31])=[CH:27][CH:26]=3)=[CH:23][CH:24]=2)[N:15]=1)([CH3:9])[CH3:8])(C)(C)C.FC(F)(F)C(O)=O, predict the reaction product. (4) Given the reactants C[O:2][C:3](=[O:20])[CH:4]([C:13]1[CH:18]=[CH:17][C:16]([F:19])=[CH:15][CH:14]=1)[CH2:5][C:6]1[CH:11]=[CH:10][C:9]([F:12])=[CH:8][CH:7]=1, predict the reaction product. The product is: [F:19][C:16]1[CH:15]=[CH:14][C:13]([CH:4]([CH2:5][C:6]2[CH:7]=[CH:8][C:9]([F:12])=[CH:10][CH:11]=2)[C:3]([OH:20])=[O:2])=[CH:18][CH:17]=1.